Dataset: Forward reaction prediction with 1.9M reactions from USPTO patents (1976-2016). Task: Predict the product of the given reaction. (1) The product is: [OH:1][C:2]1([C:13]2[S:14][CH:15]=[CH:16][N:17]=2)[CH2:7][CH2:6][CH:5]([C:8]([OH:10])=[O:9])[C:4]([CH3:11])([CH3:12])[CH2:3]1. Given the reactants [OH:1][C:2]1([C:13]2[S:14][CH:15]=[CH:16][N:17]=2)[CH2:7][CH2:6][CH:5]([C:8]([O-:10])=[O:9])[C:4]([CH3:12])([CH3:11])[CH2:3]1.[OH-].[Na+].Cl, predict the reaction product. (2) The product is: [F:12][C:13]1[CH:14]=[CH:15][C:16]([CH:17]([C:18]2[CH:23]=[CH:22][C:21]([F:24])=[CH:20][CH:19]=2)[O:6][CH2:5][CH2:4][CH2:3][CH2:2][Cl:1])=[CH:26][CH:27]=1. Given the reactants [Cl:1][CH2:2][CH2:3][CH2:4][CH2:5][OH:6].S(=O)(=O)(O)O.[F:12][C:13]1[CH:27]=[CH:26][C:16]([CH:17](O)[C:18]2[CH:23]=[CH:22][C:21]([F:24])=[CH:20][CH:19]=2)=[CH:15][CH:14]=1, predict the reaction product. (3) Given the reactants C(O)(C(F)(F)F)=O.[CH3:8][NH:9][C:10]1[CH:15]=[CH:14][C:13]([C:16]2[N:17]=[C:18]([N:32]3[CH2:37][CH2:36][O:35][CH2:34][CH2:33]3)[C:19]3[CH:24]=[C:23]([CH2:25][N:26]4[CH2:31][CH2:30][NH:29][CH2:28][CH2:27]4)[S:22][C:20]=3[N:21]=2)=[CH:12][N:11]=1.[C:38](O)(=[O:42])[C@H:39]([CH3:41])[OH:40], predict the reaction product. The product is: [OH:40][C@@H:39]([CH3:41])[C:38]([N:29]1[CH2:28][CH2:27][N:26]([CH2:25][C:23]2[S:22][C:20]3[N:21]=[C:16]([C:13]4[CH:12]=[N:11][C:10]([NH:9][CH3:8])=[CH:15][CH:14]=4)[N:17]=[C:18]([N:32]4[CH2:33][CH2:34][O:35][CH2:36][CH2:37]4)[C:19]=3[CH:24]=2)[CH2:31][CH2:30]1)=[O:42]. (4) Given the reactants [Br-].[O:2]1[CH2:6][CH2:5][O:4][CH:3]1[CH2:7][CH2:8]C1C=CC=CC=1[P+](C1C=CC=CC=1)(C1C=CC=CC=1)C1C=CC=CC=1.[H-].[Na+].[CH:36]([C:39]1[C:43]([CH:44]=O)=[CH:42][N:41]([C:46]2[CH:51]=[CH:50][C:49]([C:52]([F:55])([F:54])[F:53])=[CH:48][N:47]=2)[N:40]=1)([CH3:38])[CH3:37].Cl, predict the reaction product. The product is: [O:2]1[CH2:6][CH2:5][O:4][CH:3]1[CH2:7][CH2:8][CH2:44][C:43]1[C:39]([CH:36]([CH3:38])[CH3:37])=[N:40][N:41]([C:46]2[CH:51]=[CH:50][C:49]([C:52]([F:55])([F:54])[F:53])=[CH:48][N:47]=2)[CH:42]=1. (5) Given the reactants [CH3:1][C:2]1([CH3:12])[CH2:6][CH2:5][CH:4]([C:7]([O:9][CH3:10])=[O:8])[C:3]1=O.C([O-])(=O)C.[NH4+:17], predict the reaction product. The product is: [NH2:17][C:3]1[C:2]([CH3:12])([CH3:1])[CH2:6][CH2:5][C:4]=1[C:7]([O:9][CH3:10])=[O:8]. (6) Given the reactants CN(C(ON1N=NC2C=CC=NC1=2)=[N+](C)C)C.F[P-](F)(F)(F)(F)F.C(N(CC)C(C)C)(C)C.[CH3:34][C:35]1[CH:40]=[CH:39][CH:38]=[C:37]([CH3:41])[C:36]=1[NH:42][C:43]([NH:45][C:46]1[C:47]([C:56](O)=[O:57])=[CH:48][C:49]2[C:54]([CH:55]=1)=[CH:53][CH:52]=[CH:51][CH:50]=2)=[O:44].[NH2:59][CH:60]([CH3:67])[CH2:61][C:62]([O:64][CH2:65][CH3:66])=[O:63].C([O-])(O)=O.[Na+], predict the reaction product. The product is: [CH3:34][C:35]1[CH:40]=[CH:39][CH:38]=[C:37]([CH3:41])[C:36]=1[NH:42][C:43]([NH:45][C:46]1[C:47]([C:56]([NH:59][CH:60]([CH3:67])[CH2:61][C:62]([O:64][CH2:65][CH3:66])=[O:63])=[O:57])=[CH:48][C:49]2[C:54]([CH:55]=1)=[CH:53][CH:52]=[CH:51][CH:50]=2)=[O:44]. (7) Given the reactants [CH2:1]([O:8][C:9]([N:11]1[CH2:16][CH2:15][CH:14]([CH:17]([C:23]([O:25]C(C)(C)C)=[O:24])[CH2:18][S:19][C:20](=[O:22])[CH3:21])[CH2:13][CH2:12]1)=[O:10])[C:2]1[CH:7]=[CH:6][CH:5]=[CH:4][CH:3]=1, predict the reaction product. The product is: [CH2:1]([O:8][C:9]([N:11]1[CH2:16][CH2:15][CH:14]([CH:17]([C:23]([OH:25])=[O:24])[CH2:18][S:19][C:20](=[O:22])[CH3:21])[CH2:13][CH2:12]1)=[O:10])[C:2]1[CH:3]=[CH:4][CH:5]=[CH:6][CH:7]=1. (8) Given the reactants ClCl.[CH2:3]([O:5][C:6](=[O:14])[C:7]([S:10]C(=O)C)([CH3:9])[CH3:8])[CH3:4].C([N:18]([CH2:22][CH3:23])[CH:19](C)C)(C)C.N1CCC1.[OH2:28], predict the reaction product. The product is: [CH2:3]([O:5][C:6](=[O:14])[C:7]([S:10]([N:18]1[CH2:19][CH2:23][CH2:22]1)=[O:28])([CH3:8])[CH3:9])[CH3:4]. (9) Given the reactants Br[C:2]1[CH:3]=[CH:4][C:5]([N:8]2[CH:12]=[N:11][N:10]=[N:9]2)=[N:6][CH:7]=1.[CH2:13]([Sn](CCCC)(CCCC)CCCC)[CH:14]=[CH2:15].[Li+].[Cl-], predict the reaction product. The product is: [CH2:15]([C:2]1[CH:3]=[CH:4][C:5]([N:8]2[CH:12]=[N:11][N:10]=[N:9]2)=[N:6][CH:7]=1)[CH:14]=[CH2:13]. (10) Given the reactants [NH2:1][C:2]1[N:3]=[C:4]([N:11]2[CH2:16][CH2:15][O:14][CH:13]([CH3:17])[CH2:12]2)[S:5][C:6]=1[C:7]([O:9]C)=O.[CH:18]([NH2:20])=O, predict the reaction product. The product is: [CH3:17][CH:13]1[CH2:12][N:11]([C:4]2[S:5][C:6]3[C:7](=[O:9])[N:20]=[CH:18][NH:1][C:2]=3[N:3]=2)[CH2:16][CH2:15][O:14]1.